This data is from Catalyst prediction with 721,799 reactions and 888 catalyst types from USPTO. The task is: Predict which catalyst facilitates the given reaction. (1) Reactant: [F:1][C:2]1[CH:27]=[C:26]([S:28]([CH3:31])(=[O:30])=[O:29])[C:25]([F:32])=[CH:24][C:3]=1[O:4][CH:5]1[CH2:9][CH2:8][N:7]([CH:10]2[CH2:15][CH2:14][N:13](C(OC(C)(C)C)=O)[CH2:12][CH2:11]2)[C:6]1=[O:23].FC(F)(F)C(O)=O. Product: [F:1][C:2]1[CH:27]=[C:26]([S:28]([CH3:31])(=[O:30])=[O:29])[C:25]([F:32])=[CH:24][C:3]=1[O:4][CH:5]1[CH2:9][CH2:8][N:7]([CH:10]2[CH2:15][CH2:14][NH:13][CH2:12][CH2:11]2)[C:6]1=[O:23]. The catalyst class is: 2. (2) Reactant: C([O-])([O-])=O.[Na+].[Na+].Cl.[N+:8]([C:11]1[CH:12]=[C:13]([CH:16]=[CH:17][CH:18]=1)[CH2:14][NH2:15])([O-:10])=[O:9].Cl[C:20]([O:22][C@H:23]1[CH2:27][CH2:26][O:25][CH2:24]1)=[O:21].ClC([O-])=O. Product: [N+:8]([C:11]1[CH:12]=[C:13]([CH:16]=[CH:17][CH:18]=1)[CH2:14][NH:15][C:20](=[O:21])[O:22][C@H:23]1[CH2:27][CH2:26][O:25][CH2:24]1)([O-:10])=[O:9]. The catalyst class is: 93. (3) Reactant: C(=O)([O-])[O-].[Cs+].[Cs+].[CH2:7](I)[CH2:8][CH3:9].[Br:11][C:12]1[N:13]=[C:14]([C:21]([C:23]2[CH:24]=[C:25]3[C:30](=[CH:31][CH:32]=2)[NH:29][C:28](=[O:33])[N:27]([CH2:34][CH2:35][O:36][C:37]2[CH:42]=[CH:41][C:40]([F:43])=[CH:39][CH:38]=2)[C:26]3=[O:44])=[O:22])[N:15]2[CH:20]=[CH:19][CH:18]=[CH:17][C:16]=12. Product: [Br:11][C:12]1[N:13]=[C:14]([C:21]([C:23]2[CH:24]=[C:25]3[C:30](=[CH:31][CH:32]=2)[N:29]([CH2:7][CH2:8][CH3:9])[C:28](=[O:33])[N:27]([CH2:34][CH2:35][O:36][C:37]2[CH:38]=[CH:39][C:40]([F:43])=[CH:41][CH:42]=2)[C:26]3=[O:44])=[O:22])[N:15]2[CH:20]=[CH:19][CH:18]=[CH:17][C:16]=12. The catalyst class is: 3. (4) Reactant: [CH3:1][O:2][C:3]1[CH:8]=[CH:7][CH:6]=[CH:5][C:4]=1[N:9]1[C:19]2[C:14](=[CH:15][C:16]([O:20][CH3:21])=[CH:17][CH:18]=2)[C:12](=O)[C:10]1=[O:11].[OH-:22].[K+]. Product: [CH3:21][O:20][C:16]1[CH:17]=[CH:18][C:19]2[C:14](=[C:12]([C:10]([OH:22])=[O:11])[C:5]3[C:4]([N:9]=2)=[C:3]([O:2][CH3:1])[CH:8]=[CH:7][CH:6]=3)[CH:15]=1. The catalyst class is: 6. (5) Reactant: [F:1][C:2]([F:32])([F:31])[C:3]([CH3:30])([CH3:29])[CH2:4][N:5]1[CH2:10][CH2:9][CH:8]([CH2:11][NH:12][C:13]2[CH:18]=[CH:17][C:16]([C:19]3[CH:24]=[CH:23][C:22]([C:25]([O:27]C)=[O:26])=[CH:21][CH:20]=3)=[CH:15][CH:14]=2)[CH2:7][CH2:6]1.O[Li].O. Product: [F:32][C:2]([F:1])([F:31])[C:3]([CH3:29])([CH3:30])[CH2:4][N:5]1[CH2:10][CH2:9][CH:8]([CH2:11][NH:12][C:13]2[CH:18]=[CH:17][C:16]([C:19]3[CH:20]=[CH:21][C:22]([C:25]([OH:27])=[O:26])=[CH:23][CH:24]=3)=[CH:15][CH:14]=2)[CH2:7][CH2:6]1. The catalyst class is: 1. (6) Reactant: C([NH:5][S:6]([C:9]1[S:10][C:11]([C:14]2[N:19]=[C:18]([CH:20]3[CH2:22][CH2:21]3)[CH:17]=[C:16]([NH:23][C:24]3[NH:28][N:27]=[C:26]([CH:29]4[CH2:31][CH2:30]4)[CH:25]=3)[N:15]=2)=[CH:12][CH:13]=1)(=[O:8])=[O:7])(C)(C)C. Product: [CH:20]1([C:18]2[CH:17]=[C:16]([NH:23][C:24]3[NH:28][N:27]=[C:26]([CH:29]4[CH2:31][CH2:30]4)[CH:25]=3)[N:15]=[C:14]([C:11]3[S:10][C:9]([S:6]([NH2:5])(=[O:8])=[O:7])=[CH:13][CH:12]=3)[N:19]=2)[CH2:21][CH2:22]1. The catalyst class is: 55.